This data is from Experimentally validated miRNA-target interactions with 360,000+ pairs, plus equal number of negative samples. The task is: Binary Classification. Given a miRNA mature sequence and a target amino acid sequence, predict their likelihood of interaction. The miRNA is mmu-miR-216a-5p with sequence UAAUCUCAGCUGGCAACUGUGA. The protein sequence of the target gene is MADNEKLDNQRLKNFKNKGRDLETMRRQRNEVVVELRKNKRDEHLLKRRNVPHEDICEDSDIDGDYRVQNTSLEAIVQNASSDNQGIQLSAVQAARKLLSSDRNPPIDDLIKSGILPILVHCLERDDNPSLQFEAAWALTNIASGTSEQTQAVVQSNAVPLFLRLLHSPHQNVCEQAVWALGNIIGDGPQCRDYVISLGVVKPLLSFISPSIPITFLRNVTWVMVNLCRHKDPPPPMETIQEILPALCVLIHHTDVNILVDTVWALSYLTDAGNEQIQMVIDSGIVPHLVPLLSHQEVKV.... Result: 0 (no interaction).